From a dataset of Catalyst prediction with 721,799 reactions and 888 catalyst types from USPTO. Predict which catalyst facilitates the given reaction. (1) Product: [F:33][C:31]1[CH:30]=[C:29]([F:34])[CH:28]=[C:27]2[C:32]=1[C:23]([NH:15][C:14]1[CH:13]=[C:12]([N:16]3[CH2:21][CH2:20][O:19][CH2:18][CH2:17]3)[N:11]=[CH:10][C:9]=1[C:6]1[CH:7]=[N:8][C:3]([O:2][CH3:1])=[CH:4][CH:5]=1)=[C:24]([CH3:42])[C:25]([C:35]1[CH:40]=[CH:39][CH:38]=[C:37]([CH3:41])[N:36]=1)=[N:26]2. The catalyst class is: 101. Reactant: [CH3:1][O:2][C:3]1[N:8]=[CH:7][C:6]([C:9]2[CH:10]=[N:11][C:12]([N:16]3[CH2:21][CH2:20][O:19][CH2:18][CH2:17]3)=[CH:13][C:14]=2[NH2:15])=[CH:5][CH:4]=1.Cl[C:23]1[C:32]2[C:27](=[CH:28][C:29]([F:34])=[CH:30][C:31]=2[F:33])[N:26]=[C:25]([C:35]2[CH:40]=[CH:39][CH:38]=[C:37]([CH3:41])[N:36]=2)[C:24]=1[CH3:42].C1(P(C2CCCCC2)C2(CCC)CC(CCC)=CC(CCC)=C2C2C=CC=CC=2)CCCCC1.CC(C1C=C(C(C)C)C(C2C=CC=CC=2P(C2CCCCC2)C2CCCCC2)=C(C(C)C)C=1)C.CC(C)([O-])C.[Na+]. (2) Reactant: C(NC(C)C)(C)C.C([Li])CCC.[F:13][C:14]1[CH:15]=[C:16]([Br:21])[CH:17]=[C:18]([F:20])[CH:19]=1.[Cl-].[NH4+].CN([CH:27]=[O:28])C. Product: [Br:21][C:16]1[CH:15]=[C:14]([F:13])[C:19]([CH:27]=[O:28])=[C:18]([F:20])[CH:17]=1. The catalyst class is: 134.